This data is from NCI-60 drug combinations with 297,098 pairs across 59 cell lines. The task is: Regression. Given two drug SMILES strings and cell line genomic features, predict the synergy score measuring deviation from expected non-interaction effect. (1) Drug 1: C1=C(C(=O)NC(=O)N1)N(CCCl)CCCl. Drug 2: CC=C1C(=O)NC(C(=O)OC2CC(=O)NC(C(=O)NC(CSSCCC=C2)C(=O)N1)C(C)C)C(C)C. Cell line: OVCAR-8. Synergy scores: CSS=34.6, Synergy_ZIP=-0.00661, Synergy_Bliss=5.25, Synergy_Loewe=-2.60, Synergy_HSA=7.88. (2) Drug 1: CC1C(C(=O)NC(C(=O)N2CCCC2C(=O)N(CC(=O)N(C(C(=O)O1)C(C)C)C)C)C(C)C)NC(=O)C3=C4C(=C(C=C3)C)OC5=C(C(=O)C(=C(C5=N4)C(=O)NC6C(OC(=O)C(N(C(=O)CN(C(=O)C7CCCN7C(=O)C(NC6=O)C(C)C)C)C)C(C)C)C)N)C. Drug 2: C1C(C(OC1N2C=C(C(=O)NC2=O)F)CO)O. Cell line: NCI-H522. Synergy scores: CSS=4.83, Synergy_ZIP=-2.48, Synergy_Bliss=-1.47, Synergy_Loewe=-3.44, Synergy_HSA=-0.995. (3) Drug 1: C1=CC(=CC=C1CCC2=CNC3=C2C(=O)NC(=N3)N)C(=O)NC(CCC(=O)O)C(=O)O. Drug 2: C1=NC2=C(N=C(N=C2N1C3C(C(C(O3)CO)O)F)Cl)N. Cell line: U251. Synergy scores: CSS=37.3, Synergy_ZIP=-3.84, Synergy_Bliss=-4.12, Synergy_Loewe=-3.67, Synergy_HSA=0.797. (4) Drug 1: CC1=C2C(C(=O)C3(C(CC4C(C3C(C(C2(C)C)(CC1OC(=O)C(C(C5=CC=CC=C5)NC(=O)C6=CC=CC=C6)O)O)OC(=O)C7=CC=CC=C7)(CO4)OC(=O)C)O)C)OC(=O)C. Drug 2: CC=C1C(=O)NC(C(=O)OC2CC(=O)NC(C(=O)NC(CSSCCC=C2)C(=O)N1)C(C)C)C(C)C. Cell line: NCI-H322M. Synergy scores: CSS=20.9, Synergy_ZIP=-4.07, Synergy_Bliss=-4.95, Synergy_Loewe=-3.24, Synergy_HSA=-3.01. (5) Drug 1: COC1=NC(=NC2=C1N=CN2C3C(C(C(O3)CO)O)O)N. Drug 2: CC1C(C(CC(O1)OC2CC(CC3=C2C(=C4C(=C3O)C(=O)C5=CC=CC=C5C4=O)O)(C(=O)C)O)N)O. Cell line: UACC-257. Synergy scores: CSS=46.7, Synergy_ZIP=-6.06, Synergy_Bliss=-7.39, Synergy_Loewe=-16.4, Synergy_HSA=-2.39. (6) Drug 2: C1CCC(C(C1)N)N.C(=O)(C(=O)[O-])[O-].[Pt+4]. Synergy scores: CSS=18.9, Synergy_ZIP=-11.1, Synergy_Bliss=-13.9, Synergy_Loewe=-61.5, Synergy_HSA=-7.70. Drug 1: C1CC(=O)NC(=O)C1N2CC3=C(C2=O)C=CC=C3N. Cell line: HL-60(TB).